From a dataset of Buchwald-Hartwig C-N cross coupling reaction yields with 55,370 reactions. Predict the reaction yield, written as a fraction of the theoretical maximum amount of product (1.0 means a 100% yield; for example, 0.34 means a 34% yield). The reactants are COc1ccc(Br)cc1.Cc1ccc(N)cc1.O=S(=O)(O[Pd]1c2ccccc2-c2ccccc2N~1)C(F)(F)F.COc1ccc(OC)c(P([C@]23C[C@H]4C[C@H](C[C@H](C4)C2)C3)[C@]23C[C@H]4C[C@H](C[C@H](C4)C2)C3)c1-c1c(C(C)C)cc(C(C)C)cc1C(C)C.CN1CCCN2CCCN=C12.c1ccc(-c2ccno2)cc1. No catalyst specified. The product is COc1ccc(Nc2ccc(C)cc2)cc1. The yield is 0.343.